Dataset: Catalyst prediction with 721,799 reactions and 888 catalyst types from USPTO. Task: Predict which catalyst facilitates the given reaction. Reactant: Cl[C:2]1C=CC=C(C(OO)=O)[CH:3]=1.C(S[C:15]1[C:16]([C:21]([N:23]([CH3:37])[C:24]2[CH:29]=[CH:28][C:27]([C:30]([F:36])([F:35])[C:31]([F:34])([F:33])[F:32])=[CH:26][N:25]=2)=[O:22])=[N:17][CH:18]=[CH:19][CH:20]=1)C.C(=O)(O)[O-].[Na+].[S:43]([O-:47])([O-])(=[O:45])=S.[Na+].[Na+]. Product: [CH2:2]([S:43]([C:15]1[C:16]([C:21]([N:23]([CH3:37])[C:24]2[CH:29]=[CH:28][C:27]([C:30]([F:36])([F:35])[C:31]([F:32])([F:34])[F:33])=[CH:26][N:25]=2)=[O:22])=[N:17][CH:18]=[CH:19][CH:20]=1)(=[O:47])=[O:45])[CH3:3]. The catalyst class is: 22.